From a dataset of Catalyst prediction with 721,799 reactions and 888 catalyst types from USPTO. Predict which catalyst facilitates the given reaction. (1) Product: [C:11]([O:15][C:16]([N:18]1[CH2:22][CH2:21][C:20]([OH:23])([C:7]2[S:6][CH:10]=[CH:9][N:8]=2)[CH2:19]1)=[O:17])([CH3:14])([CH3:12])[CH3:13]. Reactant: C([Li])CCC.[S:6]1[CH:10]=[CH:9][N:8]=[CH:7]1.[C:11]([O:15][C:16]([N:18]1[CH2:22][CH2:21][C:20](=[O:23])[CH2:19]1)=[O:17])([CH3:14])([CH3:13])[CH3:12]. The catalyst class is: 323. (2) Reactant: [NH:1]1[CH2:6][CH2:5][CH:4]([OH:7])[CH2:3][CH2:2]1.Cl[C:9]1[N:14]=[CH:13][C:12]([CH2:15][CH2:16][CH3:17])=[CH:11][N:10]=1.C([O-])([O-])=O.[K+].[K+].O. Product: [CH2:15]([C:12]1[CH:11]=[N:10][C:9]([N:1]2[CH2:6][CH2:5][CH:4]([OH:7])[CH2:3][CH2:2]2)=[N:14][CH:13]=1)[CH2:16][CH3:17]. The catalyst class is: 3. (3) Reactant: [F:1][C:2]1[CH:7]=[CH:6][C:5]([CH2:8][C:9]2[CH:18]=[C:17]3[C:12]([C:13]([OH:25])=[C:14]([C:20](OCC)=[O:21])[C:15](=[O:19])[NH:16]3)=[N:11][CH:10]=2)=[CH:4][CH:3]=1.[NH2:26][C:27]([CH3:31])([CH3:30])[CH2:28][OH:29]. Product: [F:1][C:2]1[CH:3]=[CH:4][C:5]([CH2:8][C:9]2[CH:18]=[C:17]3[C:12]([C:13]([OH:25])=[C:14]([C:20]([NH:26][C:27]([CH3:31])([CH3:30])[CH2:28][OH:29])=[O:21])[C:15](=[O:19])[NH:16]3)=[N:11][CH:10]=2)=[CH:6][CH:7]=1. The catalyst class is: 9.